This data is from Full USPTO retrosynthesis dataset with 1.9M reactions from patents (1976-2016). The task is: Predict the reactants needed to synthesize the given product. (1) Given the product [CH2:7]([NH:17][CH2:3][CH2:2][C:1]([O:5][CH3:6])=[O:4])[CH2:8][CH2:9][CH2:10][CH2:11][CH2:12][CH2:13][CH2:14][CH2:15][CH3:16], predict the reactants needed to synthesize it. The reactants are: [C:1]([O:5][CH3:6])(=[O:4])[CH:2]=[CH2:3].[CH2:7]([NH2:17])[CH2:8][CH2:9][CH2:10][CH2:11][CH2:12][CH2:13][CH2:14][CH2:15][CH3:16]. (2) Given the product [CH3:1][O:2][C:3](=[O:17])[C:4]1[CH:9]=[CH:8][C:7]([CH:10]2[CH2:15][CH2:14][CH:13]([N:18]3[CH2:21][CH:20]([NH:22][C:23](=[O:24])[CH2:25][NH:26][C:27](=[O:38])[C:28]4[CH:33]=[CH:32][CH:31]=[C:30]([C:34]([F:36])([F:37])[F:35])[CH:29]=4)[CH2:19]3)[CH2:12][CH2:11]2)=[CH:6][CH:5]=1, predict the reactants needed to synthesize it. The reactants are: [CH3:1][O:2][C:3](=[O:17])[C:4]1[CH:9]=[CH:8][C:7]([CH:10]2[CH2:15][CH2:14][C:13](=O)[CH2:12][CH2:11]2)=[CH:6][CH:5]=1.[NH:18]1[CH2:21][CH:20]([NH:22][C:23]([CH2:25][NH:26][C:27](=[O:38])[C:28]2[CH:33]=[CH:32][CH:31]=[C:30]([C:34]([F:37])([F:36])[F:35])[CH:29]=2)=[O:24])[CH2:19]1. (3) The reactants are: [N:1]1[C:2]([CH2:10][N:11]([CH3:17])[CH2:12][C:13]([O:15][CH3:16])=[O:14])=[CH:3][N:4]2[CH:9]=[CH:8][CH:7]=[CH:6][C:5]=12.[I:18]N1C(=O)CCC1=O.O. Given the product [I:18][C:3]1[N:4]2[CH:9]=[CH:8][CH:7]=[CH:6][C:5]2=[N:1][C:2]=1[CH2:10][N:11]([CH3:17])[CH2:12][C:13]([O:15][CH3:16])=[O:14], predict the reactants needed to synthesize it. (4) Given the product [Br:1][C:2]1[C:3]([CH:9]=[O:12])=[N:4][C:5]([Br:8])=[CH:6][CH:7]=1, predict the reactants needed to synthesize it. The reactants are: [Br:1][C:2]1[C:3]([CH:9](Br)Br)=[N:4][C:5]([Br:8])=[CH:6][CH:7]=1.[OH2:12].